From a dataset of Catalyst prediction with 721,799 reactions and 888 catalyst types from USPTO. Predict which catalyst facilitates the given reaction. (1) Reactant: [F:1][C:2]1([F:24])[O:6][C:5]2[CH:7]=[CH:8][C:9]([CH:11]([C:13]3[CH:23]=[CH:22][C:16]4[O:17][C:18]([F:21])([F:20])[O:19][C:15]=4[CH:14]=3)O)=[CH:10][C:4]=2[O:3]1.S(Cl)(Cl)=O.[N:29]1([C:35]([O:37][C:38]([CH3:41])([CH3:40])[CH3:39])=[O:36])[CH2:34][CH2:33][NH:32][CH2:31][CH2:30]1. Product: [F:1][C:2]1([F:24])[O:6][C:5]2[CH:7]=[CH:8][C:9]([CH:11]([C:13]3[CH:23]=[CH:22][C:16]4[O:17][C:18]([F:21])([F:20])[O:19][C:15]=4[CH:14]=3)[N:32]3[CH2:31][CH2:30][N:29]([C:35]([O:37][C:38]([CH3:41])([CH3:40])[CH3:39])=[O:36])[CH2:34][CH2:33]3)=[CH:10][C:4]=2[O:3]1. The catalyst class is: 2. (2) Reactant: [CH2:1]([N:8]1[C:12]([CH3:13])=[CH:11][C:10]([C:14]#[N:15])=[N:9]1)[C:2]1[CH:7]=[CH:6][CH:5]=[CH:4][CH:3]=1.C([O-])(=O)C.[K+].[Br:21]Br.C(=O)([O-])[O-].[Na+].[Na+]. Product: [CH2:1]([N:8]1[C:12]([CH3:13])=[C:11]([Br:21])[C:10]([C:14]#[N:15])=[N:9]1)[C:2]1[CH:3]=[CH:4][CH:5]=[CH:6][CH:7]=1. The catalyst class is: 15. (3) Reactant: [CH2:1]1[NH:6][C:4](=[O:5])[NH:3][CH2:2]1.[CH:7]([CH:9]=[O:10])=[O:8]. Product: [CH2:1]1[NH:6][C:4](=[O:5])[NH:3][CH2:2]1.[CH2:9]([OH:10])[CH2:7][OH:8].[CH:7]([CH:4]=[O:5])=[O:8]. The catalyst class is: 196. (4) Reactant: [CH3:1][C@H:2]1[CH2:6][O:5][C:4](=[O:7])[NH:3]1.C[Si](C)(C)[N-][Si](C)(C)C.[Na+].CC1C=CC(S(O[C:29]2[CH:34]=[CH:33][N:32]3[N:35]=[CH:36][C:37]([C:38]4[CH:43]=[CH:42][C:41]([C:44]5[N:45](COCC[Si](C)(C)C)[CH:46]=[CH:47][N:48]=5)=[CH:40][CH:39]=4)=[C:31]3[N:30]=2)(=O)=O)=CC=1.[NH4+].[Cl-].FC(F)(F)C(O)=O. Product: [NH:45]1[CH:46]=[CH:47][N:48]=[C:44]1[C:41]1[CH:42]=[CH:43][C:38]([C:37]2[CH:36]=[N:35][N:32]3[CH:33]=[CH:34][C:29]([N:3]4[C@@H:2]([CH3:1])[CH2:6][O:5][C:4]4=[O:7])=[N:30][C:31]=23)=[CH:39][CH:40]=1. The catalyst class is: 174. (5) Reactant: Br[C:2]1[CH:7]=[CH:6][C:5]([C:8]([N:11]2[CH2:16][CH2:15][N:14]([S:17]([C:20]3[CH:25]=[CH:24][C:23]([CH3:26])=[CH:22][CH:21]=3)(=[O:19])=[O:18])[CH2:13][CH2:12]2)([CH3:10])[CH3:9])=[CH:4][CH:3]=1.[CH3:27][N:28](C=O)C. Product: [CH3:9][C:8]([C:5]1[CH:6]=[CH:7][C:2]([C:27]#[N:28])=[CH:3][CH:4]=1)([N:11]1[CH2:16][CH2:15][N:14]([S:17]([C:20]2[CH:25]=[CH:24][C:23]([CH3:26])=[CH:22][CH:21]=2)(=[O:19])=[O:18])[CH2:13][CH2:12]1)[CH3:10]. The catalyst class is: 267. (6) Reactant: C([O:8][CH2:9][CH:10]([C:21]1[N:30]([C:31]2[CH:36]=[CH:35][CH:34]=[CH:33][CH:32]=2)[C:29](=[O:37])[C:28]2[C:23](=[CH:24][CH:25]=[CH:26][C:27]=2[CH3:38])[N:22]=1)[NH:11][C:12]1[N:20]=[CH:19][N:18]=[C:17]2[C:13]=1[N:14]=[CH:15][NH:16]2)C1C=CC=CC=1.C([O-])([O-])=O.[Na+].[Na+]. Product: [OH:8][CH2:9][CH:10]([C:21]1[N:30]([C:31]2[CH:32]=[CH:33][CH:34]=[CH:35][CH:36]=2)[C:29](=[O:37])[C:28]2[C:23](=[CH:24][CH:25]=[CH:26][C:27]=2[CH3:38])[N:22]=1)[NH:11][C:12]1[N:20]=[CH:19][N:18]=[C:17]2[C:13]=1[N:14]=[CH:15][NH:16]2. The catalyst class is: 261. (7) Reactant: [CH:1]1([C:4]#[C:5][C:6]2[C:7]([NH2:26])=[N:8][C:9]([C:19]3[CH:24]=[CH:23][C:22]([CH3:25])=[CH:21][CH:20]=3)=[C:10]([C:12]3[CH:17]=[CH:16][C:15]([CH3:18])=[CH:14][CH:13]=3)[N:11]=2)[CH2:3][CH2:2]1.CC(C)([O-])C.[K+]. Product: [CH:1]1([C:4]2[NH:26][C:7]3=[N:8][C:9]([C:19]4[CH:20]=[CH:21][C:22]([CH3:25])=[CH:23][CH:24]=4)=[C:10]([C:12]4[CH:17]=[CH:16][C:15]([CH3:18])=[CH:14][CH:13]=4)[N:11]=[C:6]3[CH:5]=2)[CH2:3][CH2:2]1. The catalyst class is: 371. (8) Reactant: [CH2:1]([O:3][C:4]1[CH:5]=[C:6]([CH:10]2[CH2:15][CH2:14][CH2:13][N:12]([CH2:16][C@H:17]([OH:22])[C:18]([F:21])([F:20])[F:19])[CH2:11]2)[CH:7]=[CH:8][CH:9]=1)[CH3:2].[Cl:23][C:24]1[CH:29]=[CH:28][C:27]([N:30]=[C:31]=[O:32])=[CH:26][CH:25]=1. Product: [ClH:23].[CH2:1]([O:3][C:4]1[CH:5]=[C:6]([CH:10]2[CH2:15][CH2:14][CH2:13][N:12]([CH2:16][C@H:17]([O:22][C:31](=[O:32])[NH:30][C:27]3[CH:28]=[CH:29][C:24]([Cl:23])=[CH:25][CH:26]=3)[C:18]([F:19])([F:20])[F:21])[CH2:11]2)[CH:7]=[CH:8][CH:9]=1)[CH3:2]. The catalyst class is: 10. (9) Product: [NH2:27][C:4]1[N:3]=[C:2]([N:35]2[CH2:34][CH2:33][C:32]3([CH2:28][N:29]([C:43]([O:45][CH2:46][C:47]4[CH:48]=[CH:49][CH:50]=[CH:51][CH:52]=4)=[O:44])[C@H:30]([C:38]([O:40][CH2:41][CH3:42])=[O:39])[CH2:31]3)[CH2:37][CH2:36]2)[CH:7]=[C:6]([O:8][C@H:9]([C:14]2[CH:19]=[CH:18][C:17]([Cl:20])=[CH:16][C:15]=2[N:21]2[CH:25]=[CH:24][C:23]([CH3:26])=[N:22]2)[C:10]([F:12])([F:11])[F:13])[N:5]=1. The catalyst class is: 12. Reactant: Cl[C:2]1[CH:7]=[C:6]([O:8][C@H:9]([C:14]2[CH:19]=[CH:18][C:17]([Cl:20])=[CH:16][C:15]=2[N:21]2[CH:25]=[CH:24][C:23]([CH3:26])=[N:22]2)[C:10]([F:13])([F:12])[F:11])[N:5]=[C:4]([NH2:27])[N:3]=1.[CH2:28]1[C:32]2([CH2:37][CH2:36][NH:35][CH2:34][CH2:33]2)[CH2:31][C@@H:30]([C:38]([O:40][CH2:41][CH3:42])=[O:39])[N:29]1[C:43]([O:45][CH2:46][C:47]1[CH:52]=[CH:51][CH:50]=[CH:49][CH:48]=1)=[O:44].C([O-])(O)=O.[Na+].